This data is from Full USPTO retrosynthesis dataset with 1.9M reactions from patents (1976-2016). The task is: Predict the reactants needed to synthesize the given product. (1) Given the product [F:1][CH2:2][CH2:3][CH2:4][O:5][C:6]1[CH:7]=[C:8]2[C:12]([CH2:11][C:10]3([CH2:15][CH2:16][CH:17]([OH:20])[CH2:18][CH2:19]3)[C:9]2=[NH:21])=[CH:13][CH:14]=1, predict the reactants needed to synthesize it. The reactants are: [F:1][CH2:2][CH2:3][CH2:4][O:5][C:6]1[CH:7]=[C:8]2[C:12](=[CH:13][CH:14]=1)[CH2:11][C:10]1([CH2:19][CH2:18][CH:17]([OH:20])[CH2:16][CH2:15]1)[C:9]2=[N:21]S(C(C)(C)C)=O.Cl. (2) The reactants are: C1(P(C2C=CC=CC=2)C2C=CC=CC=2)C=CC=CC=1.[F:20][C:21]1[C:26]([O:27][CH3:28])=[CH:25][C:24]([O:29][CH3:30])=[C:23]([F:31])[C:22]=1[N:32]1[C:41](=[O:42])[C:40]2([CH2:44][CH2:43]2)[C:39]2[C:34](=[CH:35][N:36]=[C:37]([C:45]3[NH:49][N:48]=[CH:47][C:46]=3[N+:50]([O-:52])=[O:51])[CH:38]=2)[CH2:33]1.[CH3:53][O:54][CH2:55][CH2:56]O.N(C(OC(C)C)=O)=NC(OC(C)C)=O. Given the product [F:31][C:23]1[C:24]([O:29][CH3:30])=[CH:25][C:26]([O:27][CH3:28])=[C:21]([F:20])[C:22]=1[N:32]1[C:41](=[O:42])[C:40]2([CH2:43][CH2:44]2)[C:39]2[C:34](=[CH:35][N:36]=[C:37]([C:45]3[N:49]([CH2:56][CH2:55][O:54][CH3:53])[N:48]=[CH:47][C:46]=3[N+:50]([O-:52])=[O:51])[CH:38]=2)[CH2:33]1, predict the reactants needed to synthesize it.